Regression. Given a peptide amino acid sequence and an MHC pseudo amino acid sequence, predict their binding affinity value. This is MHC class I binding data. From a dataset of Peptide-MHC class I binding affinity with 185,985 pairs from IEDB/IMGT. The MHC is HLA-A69:01 with pseudo-sequence HLA-A69:01. The peptide sequence is TPSVKVCIV. The binding affinity (normalized) is 0.0847.